From a dataset of Forward reaction prediction with 1.9M reactions from USPTO patents (1976-2016). Predict the product of the given reaction. (1) Given the reactants [NH2:1][C:2]1[C:7]2=[CH:8][CH:9]=[C:10]([C@@H:11]3[O:21][C@H:20]4[C@@H:13]([O:14][Si:15]([CH:31]([CH3:33])[CH3:32])([CH:28]([CH3:30])[CH3:29])[O:16][Si:17]([CH:25]([CH3:27])[CH3:26])([CH:22]([CH3:24])[CH3:23])[O:18][CH2:19]4)[C@H:12]3[OH:34])[N:6]2[N:5]=[CH:4][N:3]=1.[C:35](=[S:44])(Cl)[O:36][C:37]1[CH:42]=[CH:41][CH:40]=[CH:39][CH:38]=1, predict the reaction product. The product is: [C:35](=[S:44])([O:36][C:37]1[CH:42]=[CH:41][CH:40]=[CH:39][CH:38]=1)[O:34][C@@H:12]1[C@@H:13]2[O:14][Si:15]([CH:28]([CH3:30])[CH3:29])([CH:31]([CH3:33])[CH3:32])[O:16][Si:17]([CH:25]([CH3:26])[CH3:27])([CH:22]([CH3:23])[CH3:24])[O:18][CH2:19][C@H:20]2[O:21][C@H:11]1[C:10]1[N:6]2[C:7]([C:2]([NH2:1])=[N:3][CH:4]=[N:5]2)=[CH:8][CH:9]=1. (2) Given the reactants C([O:3][C:4](=[O:16])[C:5]([C:7]1[CH:12]=[C:11]([CH3:13])[C:10]([Cl:14])=[CH:9][C:8]=1[NH2:15])=[CH2:6])C.[OH-].[Na+], predict the reaction product. The product is: [NH2:15][C:8]1[CH:9]=[C:10]([Cl:14])[C:11]([CH3:13])=[CH:12][C:7]=1[C:5](=[CH2:6])[C:4]([OH:16])=[O:3]. (3) Given the reactants [Cl:1][C:2]1[N:3]([CH2:10][CH2:11][C:12]([CH3:14])=[CH2:13])[CH:4]=[C:5]([N+:7]([O-:9])=[O:8])[N:6]=1.ClC1C=CC=C(C(OO)=[O:23])C=1, predict the reaction product. The product is: [Cl:1][C:2]1[N:3]([CH2:10][CH2:11][C:12]2([CH3:14])[CH2:13][O:23]2)[CH:4]=[C:5]([N+:7]([O-:9])=[O:8])[N:6]=1. (4) Given the reactants [C:1]1([C:7]2([C:10]3[NH:15][C:14](=[S:16])[C:13]([NH:17][C:18]([C:20]4[CH:21]=[C:22]5[C:26](=[CH:27][CH:28]=4)[CH2:25][N:24](C(OC(C)(C)C)=O)[CH2:23]5)=O)=[CH:12][CH:11]=3)[CH2:9][CH2:8]2)[CH:6]=[CH:5][CH:4]=[CH:3][CH:2]=1.C12(CS(O)(=O)=O)C(C)(C)C(CC1)CC2=O, predict the reaction product. The product is: [CH2:25]1[C:26]2[C:22](=[CH:21][C:20]([C:18]3[S:16][C:14]4[C:13]([N:17]=3)=[CH:12][CH:11]=[C:10]([C:7]3([C:1]5[CH:2]=[CH:3][CH:4]=[CH:5][CH:6]=5)[CH2:8][CH2:9]3)[N:15]=4)=[CH:28][CH:27]=2)[CH2:23][NH:24]1. (5) Given the reactants [O:1]=[C:2]([NH:16][C:17]1[CH:18]=[N:19][C:20]([C:23]2[N:24]=[N:25][C:26]([C:29]3[CH:34]=[CH:33][CH:32]=[CH:31][N:30]=3)=[N:27][N:28]=2)=[CH:21][CH:22]=1)[CH2:3][CH2:4][CH2:5][C:6]([O:8]N1C(=O)CCC1=O)=O.FC(F)(F)C([O-])=O.[O:42]=[C:43]1[CH:47]=[CH:46][C:45](=[O:48])[N:44]1[CH2:49][CH2:50][NH3+:51].C(N(C(C)C)CC)(C)C.CO, predict the reaction product. The product is: [O:42]=[C:43]1[CH:47]=[CH:46][C:45](=[O:48])[N:44]1[CH2:49][CH2:50][NH:51][C:6](=[O:8])[CH2:5][CH2:4][CH2:3][C:2]([NH:16][C:17]1[CH:18]=[N:19][C:20]([C:23]2[N:28]=[N:27][C:26]([C:29]3[CH:34]=[CH:33][CH:32]=[CH:31][N:30]=3)=[N:25][N:24]=2)=[CH:21][CH:22]=1)=[O:1]. (6) Given the reactants [NH:1]([C:3](=[O:24])[C:4]([NH:6][C:7]1[CH:8]=[CH:9][C:10]([N:13]2[CH2:18][CH2:17][CH:16]([CH2:19][C:20]([O:22][CH3:23])=[O:21])[CH2:15][CH2:14]2)=[N:11][CH:12]=1)=[O:5])[NH2:2].[Cl:25][C:26]1[CH:31]=[CH:30][C:29]([O:32][C:33]2[CH:38]=[CH:37][C:36]([N:39]=[C:40]=S)=[CH:35][CH:34]=2)=[CH:28][CH:27]=1, predict the reaction product. The product is: [Cl:25][C:26]1[CH:31]=[CH:30][C:29]([O:32][C:33]2[CH:38]=[CH:37][C:36]([NH:39][C:40]3[O:24][C:3]([C:4]([NH:6][C:7]4[CH:8]=[CH:9][C:10]([N:13]5[CH2:14][CH2:15][CH:16]([CH2:19][C:20]([O:22][CH3:23])=[O:21])[CH2:17][CH2:18]5)=[N:11][CH:12]=4)=[O:5])=[N:1][N:2]=3)=[CH:35][CH:34]=2)=[CH:28][CH:27]=1. (7) Given the reactants CO[CH:3]1[CH2:7][CH2:6][CH:5](OC)[O:4]1.[CH3:10][C:11]([CH3:13])=O.C(O)=O.C(O)=O.Cl.[CH2:21]([NH2:28])[C:22]1[CH:27]=[CH:26][CH:25]=[CH:24][CH:23]=1, predict the reaction product. The product is: [CH2:21]([N:28]1[CH:6]2[CH2:5][CH2:13][CH:11]1[CH2:10][C:3](=[O:4])[CH2:7]2)[C:22]1[CH:27]=[CH:26][CH:25]=[CH:24][CH:23]=1. (8) Given the reactants [C:1]([O:5][C:6](=[O:24])[NH:7][C@H:8]([CH2:14][C:15]1[CH:20]=[C:19]([F:21])[C:18]([F:22])=[CH:17][C:16]=1[F:23])[CH2:9][C:10]([NH:12][NH2:13])=[O:11])([CH3:4])([CH3:3])[CH3:2].CO[C:27]1[C:32]2[N:33]=[C:34]([C:37]([F:40])([F:39])[F:38])[N:35]=[CH:36][C:31]=2[CH2:30][CH2:29][N:28]=1.CO, predict the reaction product. The product is: [C:1]([O:5][C:6](=[O:24])[NH:7][C@H:8]([CH2:14][C:15]1[CH:20]=[C:19]([F:21])[C:18]([F:22])=[CH:17][C:16]=1[F:23])[CH2:9][C:10](=[O:11])[NH:12][NH:13][C:27]1[C:32]2[N:33]=[C:34]([C:37]([F:39])([F:40])[F:38])[N:35]=[CH:36][C:31]=2[CH2:30][CH2:29][N:28]=1)([CH3:4])([CH3:2])[CH3:3]. (9) Given the reactants Cl[C:2]1C=C(Cl)C=C[C:3]=1C1N=C(CC)C(N[C@H]2C3C(=CC=CC=3)C[C@@H]2OC)=NC=1CC.[Cl:31][C:32]1[CH:37]=[C:36]([Cl:38])[CH:35]=[CH:34][C:33]=1[C:39]1[C:40]([C:58]([O:60][CH3:61])=[O:59])=[N:41][C:42]([NH:47][C@@H:48]2[C:56]3[C:51](=[CH:52][CH:53]=[CH:54][CH:55]=3)[CH2:50][C@@H:49]2[OH:57])=[C:43]([O:45][CH3:46])[N:44]=1, predict the reaction product. The product is: [Cl:31][C:32]1[CH:37]=[C:36]([Cl:38])[CH:35]=[CH:34][C:33]=1[C:39]1[C:40]([C:58]([O:60][CH3:61])=[O:59])=[N:41][C:42]([NH:47][C@@H:48]2[C:56]3[C:51](=[CH:52][CH:53]=[CH:54][CH:55]=3)[CH2:50][C@@H:49]2[O:57][CH2:2][CH3:3])=[C:43]([O:45][CH3:46])[N:44]=1. (10) Given the reactants C1(NC2CCCCC2)CCCCC1.[CH2:14]([O:21][C:22]([N:24]1[CH2:28][CH2:27][C@@H:26]([N:29]([C:34]([O:36][CH2:37][C:38]2[CH:43]=[CH:42][CH:41]=[CH:40][CH:39]=2)=[O:35])[CH2:30][C:31](O)=[O:32])[CH2:25]1)=[O:23])[C:15]1[CH:20]=[CH:19][CH:18]=[CH:17][CH:16]=1.S(=O)(=O)(O)O.CN1CCOCC1.ClC(OCC)=O.Cl.[CH3:63][C:64]12[O:72][B:71]([CH:73]3[CH2:77][CH2:76][CH2:75][NH:74]3)[O:70][CH:69]1[CH2:68][CH:67]1[CH2:78][CH:65]2[C:66]1([CH3:80])[CH3:79], predict the reaction product. The product is: [CH2:14]([O:21][C:22]([N:24]1[CH2:28][CH2:27][C@@H:26]([N:29]([C:34]([O:36][CH2:37][C:38]2[CH:43]=[CH:42][CH:41]=[CH:40][CH:39]=2)=[O:35])[CH2:30][C:31](=[O:32])[N:74]2[CH2:75][CH2:76][CH2:77][C@H:73]2[B:71]2[O:70][C@H:69]3[C@:64]([CH3:63])([C@H:65]4[CH2:78][C@@H:67]([CH2:68]3)[C:66]4([CH3:80])[CH3:79])[O:72]2)[CH2:25]1)=[O:23])[C:15]1[CH:20]=[CH:19][CH:18]=[CH:17][CH:16]=1.